Dataset: Catalyst prediction with 721,799 reactions and 888 catalyst types from USPTO. Task: Predict which catalyst facilitates the given reaction. (1) Product: [Cl:38][C:35]1[CH:34]=[CH:33][C:32]([S:29]([N:25]2[CH2:26][CH2:27][CH2:28][C@@H:23]([NH:22][C:18]3[N:17]=[C:16]([C:15]4[N:14]5[C:10]([S:11][CH:12]=[CH:13]5)=[N:9][C:8]=4[C:4]4[CH:3]=[C:2]([NH:1][C:48](=[O:49])[CH2:47][NH:46][C:44](=[O:45])[O:43][C:39]([CH3:40])([CH3:41])[CH3:42])[CH:7]=[CH:6][CH:5]=4)[CH:21]=[CH:20][N:19]=3)[CH2:24]2)(=[O:31])=[O:30])=[CH:37][CH:36]=1. Reactant: [NH2:1][C:2]1[CH:3]=[C:4]([C:8]2[N:9]=[C:10]3[N:14]([C:15]=2[C:16]2[CH:21]=[CH:20][N:19]=[C:18]([NH:22][C@@H:23]4[CH2:28][CH2:27][CH2:26][N:25]([S:29]([C:32]5[CH:37]=[CH:36][C:35]([Cl:38])=[CH:34][CH:33]=5)(=[O:31])=[O:30])[CH2:24]4)[N:17]=2)[CH:13]=[CH:12][S:11]3)[CH:5]=[CH:6][CH:7]=1.[C:39]([O:43][C:44]([NH:46][CH2:47][C:48](O)=[O:49])=[O:45])([CH3:42])([CH3:41])[CH3:40].CCN(C(C)C)C(C)C.[Cl-].ClC1N(C)C=C[N+]=1C. The catalyst class is: 2. (2) Reactant: [C:1]([NH:16][CH2:17][C:18]([NH:20][CH2:21][C:22]([OH:24])=[O:23])=[O:19])(=[O:15])[CH2:2][CH2:3][CH2:4][CH2:5][CH2:6][CH2:7][CH2:8][CH2:9][CH2:10][CH2:11][CH2:12][CH2:13][CH3:14]. Product: [OH2:15].[C:1]([NH:16][CH2:17][C:18]([NH:20][CH2:21][C:22]([OH:24])=[O:23])=[O:19])(=[O:15])[CH2:2][CH2:3][CH2:4][CH2:5][CH2:6][CH2:7][CH2:8][CH2:9][CH2:10][CH2:11][CH2:12][CH2:13][CH3:14]. The catalyst class is: 254. (3) Reactant: Br[C:2]1[C:3](C2C=CC=CC=2)=[N:4][NH:5][CH:6]=1.C1C=C[C:16](/[CH:19]=[CH:20]/[C:21](/[CH:23]=[CH:24]/[C:25]2[CH:30]=[CH:29][CH:28]=[CH:27][CH:26]=2)=O)=[CH:17][CH:18]=1.C1C=C[C:34](/[CH:37]=[CH:38]/[C:39](/[CH:41]=[CH:42]/[C:43]2[CH:48]=[CH:47][CH:46]=[CH:45][CH:44]=2)=[O:40])=CC=1.C1C=CC(/C=C/C(/C=C/C2C=CC=CC=2)=O)=CC=1.[Pd:67].[Pd].Cl.C1COCC1. Product: [CH2:2]([C:3]1[N:4]([C:48]2[CH:47]=[CH:46][CH:45]=[CH:44][C:43]=2[C:42]2[CH:34]=[CH:37][CH:38]=[C:39]([OH:40])[CH:41]=2)[N:5]=[C:24]([C:25]2[CH:26]=[CH:27][CH:28]=[CH:29][CH:30]=2)[C:23]=1[C:21]1[CH:18]=[CH:17][CH:16]=[CH:19][CH:20]=1)[CH3:6].[Pd:67]. The catalyst class is: 6. (4) Reactant: [CH3:1][O:2][C:3]1[CH:4]=[C:5]([S:25]([C:28]2[CH:38]=[CH:37][C:31]([O:32][CH2:33][C:34]([OH:36])=[O:35])=[CH:30][CH:29]=2)(=[O:27])=[O:26])[C:6]2[NH:10][C:9]([S:11]([CH2:13][C:14]3[C:19]([CH3:20])=[C:18]([O:21][CH3:22])[C:17]([CH3:23])=[CH:16][N:15]=3)=[O:12])=[N:8][C:7]=2[CH:24]=1.C(=O)(O)[O-:40].[Na+:43]. Product: [Na+:43].[CH3:1][O:2][C:3]1[CH:4]=[C:5]([S:25]([C:28]2[CH:38]=[CH:37][C:31]([O:32][CH2:33][C:34]([O-:36])=[O:35])=[CH:30][CH:29]=2)(=[O:26])=[O:27])[C:6]2[NH:10][C:9]([S:11]([CH2:13][C:14]3[C:19]([CH3:20])=[C:18]([O:21][CH3:22])[C:17]([CH3:23])=[CH:16][N:15]=3)(=[O:40])=[O:12])=[N:8][C:7]=2[CH:24]=1. The catalyst class is: 762.